Dataset: Full USPTO retrosynthesis dataset with 1.9M reactions from patents (1976-2016). Task: Predict the reactants needed to synthesize the given product. (1) Given the product [CH2:3]([OH:4])[C:2]([NH2:1])([CH2:7][OH:8])[CH2:5][OH:6].[ClH:13], predict the reactants needed to synthesize it. The reactants are: [NH2:1][C:2]([CH2:7][OH:8])([CH2:5][OH:6])[CH2:3][OH:4].[N-]=[N+]=[N-].[Na+].[ClH:13]. (2) Given the product [Cl:1][C:2]1[C:11]([C:12]([O:14][CH3:15])=[O:13])=[C:10]([NH:24][CH2:23][C:22]2[CH:25]=[CH:26][C:27]([O:28][CH3:29])=[C:20]([Cl:19])[CH:21]=2)[C:9]2[C:4](=[CH:5][CH:6]=[C:7]([C:17]#[N:18])[CH:8]=2)[N:3]=1, predict the reactants needed to synthesize it. The reactants are: [Cl:1][C:2]1[C:11]([C:12]([O:14][CH3:15])=[O:13])=[C:10](Cl)[C:9]2[C:4](=[CH:5][CH:6]=[C:7]([C:17]#[N:18])[CH:8]=2)[N:3]=1.[Cl:19][C:20]1[CH:21]=[C:22]([CH:25]=[CH:26][C:27]=1[O:28][CH3:29])[CH2:23][NH2:24].Cl.CCN(C(C)C)C(C)C. (3) Given the product [C:9]1([C@@H:7]2[CH2:8][C@H:4]([NH2:1])[CH:5]=[CH:6]2)[CH:14]=[CH:13][CH:12]=[CH:11][CH:10]=1, predict the reactants needed to synthesize it. The reactants are: [N:1]([C@H:4]1[CH2:8][C@@H:7]([C:9]2[CH:14]=[CH:13][CH:12]=[CH:11][CH:10]=2)[CH:6]=[CH:5]1)=[N+]=[N-].CC1CCCO1.O.C1(P(C2C=CC=CC=2)C2C=CC=CC=2)C=CC=CC=1. (4) Given the product [F:1][C:2]1[CH:3]=[C:4]([CH:14]=[CH:15][C:16]=1[F:17])[O:5][C:6]1[CH:13]=[CH:12][C:9]([CH2:10][N:32]2[CH2:33][CH2:34][CH:29]([C:25]3[CH:24]=[C:23]([NH:22][C:20](=[O:21])[CH:19]([CH3:18])[CH3:35])[CH:28]=[CH:27][CH:26]=3)[CH2:30][CH2:31]2)=[CH:8][CH:7]=1, predict the reactants needed to synthesize it. The reactants are: [F:1][C:2]1[CH:3]=[C:4]([CH:14]=[CH:15][C:16]=1[F:17])[O:5][C:6]1[CH:13]=[CH:12][C:9]([CH:10]=O)=[CH:8][CH:7]=1.[CH3:18][CH:19]([CH3:35])[C:20]([NH:22][C:23]1[CH:28]=[CH:27][CH:26]=[C:25]([CH:29]2[CH2:34][CH2:33][NH:32][CH2:31][CH2:30]2)[CH:24]=1)=[O:21]. (5) Given the product [NH2:33][C:2]1[C:3]2[C:10]([C:11]([C:13]3[CH:14]=[C:15]([C:19]4[CH:24]=[CH:23][C:22]([N:25]([CH3:27])[CH3:26])=[CH:21][CH:20]=4)[CH:16]=[CH:17][CH:18]=3)=[O:12])=[CH:9][N:8]([CH:28]3[CH2:32][CH2:31][CH2:30][CH2:29]3)[C:4]=2[N:5]=[CH:6][N:7]=1, predict the reactants needed to synthesize it. The reactants are: Cl[C:2]1[C:3]2[C:10]([C:11]([C:13]3[CH:14]=[C:15]([C:19]4[CH:24]=[CH:23][C:22]([N:25]([CH3:27])[CH3:26])=[CH:21][CH:20]=4)[CH:16]=[CH:17][CH:18]=3)=[O:12])=[CH:9][N:8]([CH:28]3[CH2:32][CH2:31][CH2:30][CH2:29]3)[C:4]=2[N:5]=[CH:6][N:7]=1.[NH4+:33].[OH-]. (6) Given the product [N:19]([CH2:12][C:11]1[C:2]([Cl:1])=[N:3][C:4]2[C:9]([CH:10]=1)=[CH:8][CH:7]=[CH:6][C:5]=2[Cl:14])=[N+:20]=[N-:21], predict the reactants needed to synthesize it. The reactants are: [Cl:1][C:2]1[C:11]([CH2:12]O)=[CH:10][C:9]2[C:4](=[C:5]([Cl:14])[CH:6]=[CH:7][CH:8]=2)[N:3]=1.O=S(Cl)Cl.[N-:19]=[N+:20]=[N-:21].[Na+]. (7) Given the product [C:1]([C:3]1[CH:4]=[C:5]([N:10]([CH2:15][C:16]2[CH:21]=[CH:20][CH:19]=[C:18]([OH:33])[CH:17]=2)[C:11](=[O:14])[CH2:12][CH3:13])[CH:6]=[C:7]([F:9])[CH:8]=1)#[N:2], predict the reactants needed to synthesize it. The reactants are: [C:1]([C:3]1[CH:4]=[C:5]([N:10]([CH2:15][C:16]2[CH:21]=[CH:20][CH:19]=[C:18](B3OC(C)(C)C(C)(C)O3)[CH:17]=2)[C:11](=[O:14])[CH2:12][CH3:13])[CH:6]=[C:7]([F:9])[CH:8]=1)#[N:2].OO.[O-:33]S([O-])(=S)=O.[Na+].[Na+]. (8) The reactants are: Br[C:2]1[C:10]2[N:9]3[CH2:11][CH2:12][NH:13][C:14](=[O:15])[C:8]3=[CH:7][C:6]=2[CH:5]=[C:4]([C:16]#[N:17])[CH:3]=1.[Cl:18][C:19]1[CH:24]=[CH:23][C:22](B(O)O)=[CH:21][CH:20]=1. Given the product [Cl:18][C:19]1[CH:24]=[CH:23][C:22]([C:2]2[C:10]3[N:9]4[CH2:11][CH2:12][NH:13][C:14](=[O:15])[C:8]4=[CH:7][C:6]=3[CH:5]=[C:4]([C:16]#[N:17])[CH:3]=2)=[CH:21][CH:20]=1, predict the reactants needed to synthesize it.